This data is from Full USPTO retrosynthesis dataset with 1.9M reactions from patents (1976-2016). The task is: Predict the reactants needed to synthesize the given product. (1) Given the product [O:15]1[CH2:14][CH2:13][N:12]([CH2:11][CH2:10][N:9]2[C:5]3=[N:4][CH:21]=[N:20][C:1]([NH2:3])=[C:6]3[CH:7]=[N:8]2)[CH2:17][CH2:16]1.[O:15]1[CH2:16][CH2:17][N:12]([CH2:11][CH2:10][N:9]2[CH:5]=[C:6]3[C:7]([N:20]=[CH:21][N:22]=[C:18]3[NH2:19])=[N:8]2)[CH2:13][CH2:14]1, predict the reactants needed to synthesize it. The reactants are: [CH:1]([NH2:3])=O.[NH2:4][C:5]1[N:9]([CH2:10][CH2:11][N:12]2[CH2:17][CH2:16][O:15][CH2:14][CH2:13]2)[N:8]=[CH:7][C:6]=1[C:18]#[N:19].[NH2:20][C:21]1C(C#N)=CN(CCN2CCOCC2)[N:22]=1. (2) The reactants are: [NH2:1][C@@H:2]1[CH2:7][CH2:6][CH2:5][N:4]([C:8]2[C:13]([Br:14])=[CH:12][N:11]=[C:10]3[NH:15][CH:16]=[C:17]([NH:18][C:19]([CH:21]4[CH2:23][CH2:22]4)=[O:20])[C:9]=23)[CH2:3]1. Given the product [N:4]1[CH:5]=[CH:6][CH:7]=[CH:2][CH:3]=1.[NH2:1][C@@H:2]1[CH2:7][CH2:6][CH2:5][N:4]([C:8]2[C:13]([Br:14])=[CH:12][N:11]=[C:10]3[NH:15][CH:16]=[C:17]([NH:18][C:19]([CH:21]4[CH2:22][CH2:23]4)=[O:20])[C:9]=23)[CH2:3]1, predict the reactants needed to synthesize it. (3) The reactants are: [NH2:1][C:2]1[C:11]2[C:6](=[CH:7][CH:8]=[CH:9][CH:10]=2)[C:5]([Br:12])=[CH:4][C:3]=1[C:13]([NH:15][C@H:16]1[CH2:21][CH2:20][CH2:19][CH2:18][C@@H:17]1[NH2:22])=[O:14].[C:23](O[C:23]([O:25][C:26]([CH3:29])([CH3:28])[CH3:27])=[O:24])([O:25][C:26]([CH3:29])([CH3:28])[CH3:27])=[O:24]. Given the product [C:26]([O:25][C:23](=[O:24])[NH:22][C@H:17]1[CH2:18][CH2:19][CH2:20][CH2:21][C@@H:16]1[NH:15][C:13]([C:3]1[CH:4]=[C:5]([Br:12])[C:6]2[C:11](=[CH:10][CH:9]=[CH:8][CH:7]=2)[C:2]=1[NH2:1])=[O:14])([CH3:29])([CH3:28])[CH3:27], predict the reactants needed to synthesize it. (4) The reactants are: C(O[C:4]([C:6]1([CH2:12][CH2:13]OC)[CH2:11][CH2:10][NH:9][CH2:8][CH2:7]1)=[O:5])C.[Cl:16][C:17]1[CH:22]=[CH:21][CH:20]=[CH:19][C:18]=1[S:23](Cl)(=[O:25])=[O:24].[F:27][C:28]([F:39])([F:38])[CH2:29][O:30][C:31]1[CH:36]=[CH:35][C:34]([NH2:37])=[CH:33][CH:32]=1. Given the product [Cl:16][C:17]1[CH:22]=[CH:21][CH:20]=[CH:19][C:18]=1[S:23]([N:9]1[CH2:8][CH2:7][C:6]2([C:4](=[O:5])[N:37]([C:34]3[CH:35]=[CH:36][C:31]([O:30][CH2:29][C:28]([F:27])([F:38])[F:39])=[CH:32][CH:33]=3)[CH2:13][CH2:12]2)[CH2:11][CH2:10]1)(=[O:25])=[O:24], predict the reactants needed to synthesize it. (5) The reactants are: [C:1]1([C:7]2[CH:11]=[C:10]([C:12]([OH:14])=O)[O:9][N:8]=2)[CH:6]=[CH:5][CH:4]=[CH:3][CH:2]=1.S(Cl)([Cl:17])=O. Given the product [C:1]1([C:7]2[CH:11]=[C:10]([C:12]([Cl:17])=[O:14])[O:9][N:8]=2)[CH:6]=[CH:5][CH:4]=[CH:3][CH:2]=1, predict the reactants needed to synthesize it. (6) Given the product [NH2:1][C:2]1[C:7]([O:8][CH:9]2[C:13]3([CH2:15][CH2:14]3)[CH2:12][N:11]([C:16]([O:18][C:19]([CH3:22])([CH3:21])[CH3:20])=[O:17])[CH2:10]2)=[CH:6][C:5]([C:16]([O:18][CH3:19])=[O:17])=[CH:4][N:3]=1, predict the reactants needed to synthesize it. The reactants are: [NH2:1][C:2]1[C:7]([O:8][CH:9]2[C:13]3([CH2:15][CH2:14]3)[CH2:12][N:11]([C:16]([O:18][C:19]([CH3:22])([CH3:21])[CH3:20])=[O:17])[CH2:10]2)=[CH:6][C:5](Br)=[CH:4][N:3]=1.C1C=CC(P(C2C=CC=CC=2)CCCP(C2C=CC=CC=2)C2C=CC=CC=2)=CC=1.CCN(C(C)C)C(C)C.[C]=O. (7) The reactants are: [CH3:1][O:2][C:3]1[CH:8]=[CH:7][C:6]([CH:9]2[S:15][CH:14]3[C:16](=[O:19])[N:17]([CH3:18])[C:11]([CH2:22][C:23]4[CH:28]=[CH:27][CH:26]=[CH:25][CH:24]=4)([C:12](=[O:21])[N:13]3[CH3:20])[S:10]2)=[CH:5][CH:4]=1.Cl[CH2:30][O:31][C:32]1C=CC=CC=1.C([Li])CCC.[CH3:43][CH2:44][CH2:45][CH2:46][CH2:47][CH3:48].[Na+].[Cl-]. Given the product [CH3:1][O:2][C:3]1[CH:4]=[CH:5][C:6]([CH:9]2[S:10][C:11]3([CH2:22][C:23]4[CH:28]=[CH:27][CH:26]=[CH:25][CH:24]=4)[C:12](=[O:21])[N:13]([CH3:20])[C:14]([CH2:30][O:31][CH2:32][C:45]4[CH:44]=[CH:43][CH:48]=[CH:47][CH:46]=4)([C:16](=[O:19])[N:17]3[CH3:18])[S:15]2)=[CH:7][CH:8]=1, predict the reactants needed to synthesize it. (8) Given the product [NH:21]1[C:25]2[CH:26]=[CH:27][CH:28]=[CH:29][C:24]=2[N:23]=[C:22]1[C:30]1([CH2:36][NH2:37])[CH2:31][CH2:32][N:33]([C:18]2[C:19]3[C:11]([Br:10])=[CH:12][NH:13][C:14]=3[N:15]=[CH:16][N:17]=2)[CH2:34][CH2:35]1, predict the reactants needed to synthesize it. The reactants are: C(N(C(C)C)C(C)C)C.[Br:10][C:11]1[C:19]2[C:18](Cl)=[N:17][CH:16]=[N:15][C:14]=2[NH:13][CH:12]=1.[NH:21]1[C:25]2[CH:26]=[CH:27][CH:28]=[CH:29][C:24]=2[N:23]=[C:22]1[C:30]1([CH2:36][NH2:37])[CH2:35][CH2:34][NH:33][CH2:32][CH2:31]1.